Dataset: Retrosynthesis with 50K atom-mapped reactions and 10 reaction types from USPTO. Task: Predict the reactants needed to synthesize the given product. (1) Given the product CS(=O)(=O)c1cccc(CNC(=O)c2nc3scc(COCc4ccc(C(=O)O)cc4)c3c(=O)[nH]2)c1, predict the reactants needed to synthesize it. The reactants are: CCOC(=O)c1ccc(COCc2csc3nc(C(=O)NCc4cccc(S(C)(=O)=O)c4)[nH]c(=O)c23)cc1. (2) Given the product CC[C@H]1C[C@@]2(C)[C@@H](CC[C@@H]3[C@@H]2CC[C@]2(C)[C@@H](OC)CC[C@@H]32)CC1=O, predict the reactants needed to synthesize it. The reactants are: CC=C1C[C@@]2(C)[C@@H](CC[C@@H]3[C@@H]2CC[C@]2(C)[C@@H](OC)CC[C@@H]32)CC1=O. (3) Given the product CC(C)(C)C=C(C#N)C(=O)N1CCC[C@@H](n2nc(-c3ccc(NC(=O)c4ccc(C(F)(F)F)cc4)cc3)c3c(N)ncnc32)C1, predict the reactants needed to synthesize it. The reactants are: CC(C)(C)C=O.N#CCC(=O)N1CCCC(n2nc(-c3ccc(NC(=O)c4ccc(C(F)(F)F)cc4)cc3)c3c(N)ncnc32)C1. (4) Given the product CN[C@H]1CCCC[C@H]1NC(=O)OC(C)(C)C, predict the reactants needed to synthesize it. The reactants are: CN(Cc1ccccc1)[C@@H]1CCCC[C@@H]1NC(=O)OC(C)(C)C.